From a dataset of Experimentally validated miRNA-target interactions with 360,000+ pairs, plus equal number of negative samples. Binary Classification. Given a miRNA mature sequence and a target amino acid sequence, predict their likelihood of interaction. The miRNA is hsa-miR-151a-5p with sequence UCGAGGAGCUCACAGUCUAGU. The protein sequence of the target gene is MARAGPAWLLLAIWVVLPSWLSSAKVSSLIERISDPKDLKKLLRTRNNVLVLYSKSEVAAENHLRLLSTVAQAVKGQGTICWVDCGDAESRKLCKKMKVDLSPKDKKVELFHYQDGAFHTEYNRAVTFKSIVAFLKDPKGPPLWEEDPGAKDVVHLDSEKDFRRLLKKEEKPLLIMFYAPWCSMCKRMMPHFQKAATQLRGHAVLAGMNVYSSEFENIKEEYSVRGFPTICYFEKGRFLFQYDNYGSTAEDIVEWLKNPQPPQPQVPETPWADEGGSVYHLTDEDFDQFVKEHSSVLVMF.... Result: 0 (no interaction).